This data is from Reaction yield outcomes from USPTO patents with 853,638 reactions. The task is: Predict the reaction yield, written as a fraction of the theoretical maximum amount of product (1.0 means a 100% yield; for example, 0.34 means a 34% yield). (1) The reactants are [CH2:1]([N:3]1[C:12]2[C:7](=[CH:8][C:9]([F:33])=[C:10]([O:23][CH2:24][C:25]3[CH:30]=[CH:29][C:28]([O:31][CH3:32])=[CH:27][CH:26]=3)[C:11]=2[O:13][CH2:14][C:15]2[CH:20]=[CH:19][C:18]([O:21][CH3:22])=[CH:17][CH:16]=2)[C:6](=[O:34])[C:5]([C:35](O)=[O:36])=[CH:4]1)[CH3:2].ClC(OCC(C)C)=O.CC(C[AlH]CC(C)C)C. The catalyst is O1CCCC1.C1(C)C=CC=CC=1. The product is [CH2:1]([N:3]1[C:12]2[C:7](=[CH:8][C:9]([F:33])=[C:10]([O:23][CH2:24][C:25]3[CH:26]=[CH:27][C:28]([O:31][CH3:32])=[CH:29][CH:30]=3)[C:11]=2[O:13][CH2:14][C:15]2[CH:16]=[CH:17][C:18]([O:21][CH3:22])=[CH:19][CH:20]=2)[C:6](=[O:34])[C:5]([CH2:35][OH:36])=[CH:4]1)[CH3:2]. The yield is 0.653. (2) The reactants are [NH2:1][C:2]1[C:11]2[C:6](=[C:7](I)[C:8]([F:12])=[CH:9][CH:10]=2)[N:5]=[N:4][C:3]=1[C:14]([NH:16][CH2:17][CH2:18][CH3:19])=[O:15].[F:20][C:21]1[CH:26]=[CH:25][C:24]([F:27])=[CH:23][C:22]=1B(O)O. No catalyst specified. The product is [NH2:1][C:2]1[C:11]2[C:6](=[C:7]([C:25]3[CH:26]=[C:21]([F:20])[CH:22]=[CH:23][C:24]=3[F:27])[C:8]([F:12])=[CH:9][CH:10]=2)[N:5]=[N:4][C:3]=1[C:14]([NH:16][CH2:17][CH2:18][CH3:19])=[O:15]. The yield is 0.350.